From a dataset of Peptide-MHC class II binding affinity with 134,281 pairs from IEDB. Regression. Given a peptide amino acid sequence and an MHC pseudo amino acid sequence, predict their binding affinity value. This is MHC class II binding data. (1) The peptide sequence is AAVDKDAVIVAAAGN. The MHC is DRB1_0101 with pseudo-sequence DRB1_0101. The binding affinity (normalized) is 0.376. (2) The peptide sequence is LDYKECEWPLTHTIG. The MHC is HLA-DQA10501-DQB10402 with pseudo-sequence HLA-DQA10501-DQB10402. The binding affinity (normalized) is 0.360. (3) The peptide sequence is VRKNRWLLLNVTSED. The MHC is HLA-DQA10103-DQB10603 with pseudo-sequence HLA-DQA10103-DQB10603. The binding affinity (normalized) is 0. (4) The peptide sequence is ALYEKKLALYLLLAL. The MHC is HLA-DQA10303-DQB10402 with pseudo-sequence HLA-DQA10303-DQB10402. The binding affinity (normalized) is 0. (5) The peptide sequence is TKFKYLAGDYLSLAD. The MHC is DRB1_0405 with pseudo-sequence DRB1_0405. The binding affinity (normalized) is 0.548. (6) The MHC is HLA-DQA10301-DQB10302 with pseudo-sequence HLA-DQA10301-DQB10302. The binding affinity (normalized) is 0.238. The peptide sequence is GATDVDGMAWFTPVG. (7) The peptide sequence is GNGWMIKETACLSKA. The MHC is HLA-DQA10501-DQB10303 with pseudo-sequence HLA-DQA10501-DQB10303. The binding affinity (normalized) is 0.318. (8) The peptide sequence is GILQAYDLRDAPETP. The MHC is DRB1_0301 with pseudo-sequence DRB1_0301. The binding affinity (normalized) is 0.324.